This data is from Retrosynthesis with 50K atom-mapped reactions and 10 reaction types from USPTO. The task is: Predict the reactants needed to synthesize the given product. (1) Given the product COc1ccc(S(=O)(=O)N[C@H](Cc2c[nH]c3ccccc23)C(=O)O)cc1, predict the reactants needed to synthesize it. The reactants are: COC(=O)[C@@H](Cc1c[nH]c2ccccc12)NS(=O)(=O)c1ccc(OC)cc1. (2) Given the product O=C(O)C1Cc2cc(F)ccc2CN1Cc1ccccc1, predict the reactants needed to synthesize it. The reactants are: COC(=O)C1Cc2cc(F)ccc2CN1Cc1ccccc1.